Dataset: Catalyst prediction with 721,799 reactions and 888 catalyst types from USPTO. Task: Predict which catalyst facilitates the given reaction. (1) Reactant: [CH3:1][N:2]([CH3:21])[C:3]1[N:8]=[C:7]([CH3:9])[C:6]([CH2:10][C:11]([O:13][CH3:14])=[O:12])=[C:5]([C:15]2[CH:20]=[CH:19][CH:18]=[CH:17][CH:16]=2)[N:4]=1.[Li+].C[Si]([N-][Si](C)(C)C)(C)C.I[CH2:33][CH2:34][CH3:35]. Product: [CH3:21][N:2]([CH3:1])[C:3]1[N:8]=[C:7]([CH3:9])[C:6]([CH:10]([CH2:33][CH2:34][CH3:35])[C:11]([O:13][CH3:14])=[O:12])=[C:5]([C:15]2[CH:20]=[CH:19][CH:18]=[CH:17][CH:16]=2)[N:4]=1. The catalyst class is: 3. (2) Reactant: [Br:1][C:2]1[CH:29]=[CH:28][C:27]([F:30])=[CH:26][C:3]=1[O:4][CH:5]1[CH2:10][CH2:9][N:8]([C:11]2[S:15][C:14]([C:16]3[N:21]=[CH:20][C:19]([C:22]([O:24]C)=[O:23])=[CH:18][N:17]=3)=[N:13][N:12]=2)[CH2:7][CH2:6]1.[OH-].[Na+].Cl. Product: [Br:1][C:2]1[CH:29]=[CH:28][C:27]([F:30])=[CH:26][C:3]=1[O:4][CH:5]1[CH2:10][CH2:9][N:8]([C:11]2[S:15][C:14]([C:16]3[N:21]=[CH:20][C:19]([C:22]([OH:24])=[O:23])=[CH:18][N:17]=3)=[N:13][N:12]=2)[CH2:7][CH2:6]1. The catalyst class is: 36. (3) Reactant: [Cl:1][C:2]1[CH:7]=[CH:6][N:5]=[C:4]2[NH:8][CH:9]=[CH:10][C:3]=12.[Li]CCCC.[Si:16](OS(C(F)(F)F)(=O)=O)([CH:23]([CH3:25])[CH3:24])([CH:20]([CH3:22])[CH3:21])[CH:17]([CH3:19])[CH3:18]. Product: [Cl:1][C:2]1[CH:7]=[CH:6][N:5]=[C:4]2[N:8]([Si:16]([CH:23]([CH3:25])[CH3:24])([CH:20]([CH3:22])[CH3:21])[CH:17]([CH3:19])[CH3:18])[CH:9]=[CH:10][C:3]=12. The catalyst class is: 1. (4) Reactant: [C:1]([O:4][CH:5]([CH2:9][CH:10]=[C:11]([CH3:19])[CH2:12][CH2:13][CH2:14][CH:15]([CH3:18])[CH2:16][OH:17])[C:6](=[O:8])[CH3:7])(=[O:3])[CH3:2].[O:20]1[CH:25]=[CH:24][CH2:23][CH2:22][CH2:21]1.C1(C)C=CC(S([O-])(=O)=O)=CC=1.[NH+]1C=CC=CC=1.C(OCC)C. Product: [C:1]([O:4][CH:5]([CH2:9][CH:10]=[C:11]([CH3:19])[CH2:12][CH2:13][CH2:14][CH:15]([CH3:18])[CH2:16][O:17][CH:21]1[CH2:22][CH2:23][CH2:24][CH2:25][O:20]1)[C:6](=[O:8])[CH3:7])(=[O:3])[CH3:2]. The catalyst class is: 2. (5) Reactant: [C:1]([C:3]1[C:4]([NH2:10])=[N:5][CH:6]=[C:7]([F:9])[CH:8]=1)#[CH:2].[CH2:11]([O:18][C:19]1[CH:24]=[CH:23][C:22]([CH2:25][C:26](Cl)=[N:27][OH:28])=[CH:21][CH:20]=1)[C:12]1[CH:17]=[CH:16][CH:15]=[CH:14][CH:13]=1.C(N(CC)CC)C. Product: [CH2:11]([O:18][C:19]1[CH:24]=[CH:23][C:22]([CH2:25][C:26]2[CH:2]=[C:1]([C:3]3[C:4]([NH2:10])=[N:5][CH:6]=[C:7]([F:9])[CH:8]=3)[O:28][N:27]=2)=[CH:21][CH:20]=1)[C:12]1[CH:13]=[CH:14][CH:15]=[CH:16][CH:17]=1. The catalyst class is: 7. (6) Reactant: [F:1][C:2]([F:32])([F:31])[C:3]1[CH:8]=[CH:7][C:6]([C@@H:9]2[C:18]3[C:13](=[CH:14][CH:15]=[CH:16][CH:17]=3)[CH2:12][CH2:11][N:10]2[C:19](OC2C=CC([N+]([O-])=O)=CC=2)=[O:20])=[CH:5][CH:4]=1.[CH3:33][O:34][CH2:35][CH2:36][NH2:37]. Product: [CH3:33][O:34][CH2:35][CH2:36][NH:37][C:19]([N:10]1[CH2:11][CH2:12][C:13]2[C:18](=[CH:17][CH:16]=[CH:15][CH:14]=2)[C@H:9]1[C:6]1[CH:5]=[CH:4][C:3]([C:2]([F:31])([F:32])[F:1])=[CH:8][CH:7]=1)=[O:20]. The catalyst class is: 23.